Predict the reactants needed to synthesize the given product. From a dataset of Full USPTO retrosynthesis dataset with 1.9M reactions from patents (1976-2016). (1) Given the product [Br:10][CH2:9][C:3]1[CH:2]=[CH:1][C:6]([CH2:7][N:34]2[CH2:35][CH2:36][CH2:37][N:24]([C:22]([O:21][C:17]([CH3:18])([CH3:19])[CH3:20])=[O:23])[CH2:25][CH2:26][N:27]([C:45]([O:47][C:48]([CH3:50])([CH3:49])[CH3:51])=[O:46])[CH2:28][CH2:29][CH2:30][N:31]([C:38]([O:40][C:41]([CH3:44])([CH3:43])[CH3:42])=[O:39])[CH2:32][CH2:33]2)=[CH:5][CH:4]=1, predict the reactants needed to synthesize it. The reactants are: [CH:1]1[C:6]([CH2:7]Br)=[CH:5][CH:4]=[C:3]([CH2:9][Br:10])[CH:2]=1.C(=O)([O-])[O-].[K+].[K+].[C:17]([O:21][C:22]([N:24]1[CH2:37][CH2:36][CH2:35][NH:34][CH2:33][CH2:32][N:31]([C:38]([O:40][C:41]([CH3:44])([CH3:43])[CH3:42])=[O:39])[CH2:30][CH2:29][CH2:28][N:27]([C:45]([O:47][C:48]([CH3:51])([CH3:50])[CH3:49])=[O:46])[CH2:26][CH2:25]1)=[O:23])([CH3:20])([CH3:19])[CH3:18]. (2) Given the product [C:1]([O:7][CH2:8][I:11])(=[O:6])[C:2]([CH3:5])([CH3:4])[CH3:3], predict the reactants needed to synthesize it. The reactants are: [C:1]([O:7][CH2:8]Cl)(=[O:6])[C:2]([CH3:5])([CH3:4])[CH3:3].[Na+].[I-:11]. (3) Given the product [OH:2][CH2:3][C:5]1[CH:6]=[C:7]2[C:11](=[CH:12][CH:13]=1)[CH2:10][C@@H:9]([NH:14][S:15]([CH:18]([CH3:20])[CH3:19])(=[O:17])=[O:16])[CH2:8]2, predict the reactants needed to synthesize it. The reactants are: C[O:2][C:3]([C:5]1[CH:6]=[C:7]2[C:11](=[CH:12][CH:13]=1)[CH2:10][C@@H:9]([NH:14][S:15]([CH:18]([CH3:20])[CH3:19])(=[O:17])=[O:16])[CH2:8]2)=O.[H-].[Al+3].[Li+].[H-].[H-].[H-]. (4) Given the product [C:26]([O:30][C:31](=[O:32])[NH:33][C:34]1([C:37](=[O:38])[NH:17][CH2:16][C:15]2[CH:14]=[CH:13][C:12]([N:5]3[C:6]4[C:11](=[CH:10][CH:9]=[CH:8][CH:7]=4)[C:3]([Cl:2])=[C:4]3[C:20]3[N:24]=[C:23]([CH3:25])[O:22][N:21]=3)=[CH:19][CH:18]=2)[CH2:35][CH2:36]1)([CH3:29])([CH3:27])[CH3:28], predict the reactants needed to synthesize it. The reactants are: Cl.[Cl:2][C:3]1[C:11]2[C:6](=[CH:7][CH:8]=[CH:9][CH:10]=2)[N:5]([C:12]2[CH:19]=[CH:18][C:15]([CH2:16][NH2:17])=[CH:14][CH:13]=2)[C:4]=1[C:20]1[N:24]=[C:23]([CH3:25])[O:22][N:21]=1.[C:26]([O:30][C:31]([NH:33][C:34]1([C:37](O)=[O:38])[CH2:36][CH2:35]1)=[O:32])([CH3:29])([CH3:28])[CH3:27].CN(C(ON1N=NC2C=CC=CC1=2)=[N+](C)C)C.F[P-](F)(F)(F)(F)F.C(N(CC)C(C)C)(C)C.